Dataset: NCI-60 drug combinations with 297,098 pairs across 59 cell lines. Task: Regression. Given two drug SMILES strings and cell line genomic features, predict the synergy score measuring deviation from expected non-interaction effect. (1) Drug 1: C1=C(C(=O)NC(=O)N1)N(CCCl)CCCl. Drug 2: CN(CC1=CN=C2C(=N1)C(=NC(=N2)N)N)C3=CC=C(C=C3)C(=O)NC(CCC(=O)O)C(=O)O. Cell line: A549. Synergy scores: CSS=51.7, Synergy_ZIP=-0.665, Synergy_Bliss=-0.529, Synergy_Loewe=0.137, Synergy_HSA=3.97. (2) Drug 1: CN(CC1=CN=C2C(=N1)C(=NC(=N2)N)N)C3=CC=C(C=C3)C(=O)NC(CCC(=O)O)C(=O)O. Drug 2: C1=CN(C(=O)N=C1N)C2C(C(C(O2)CO)O)O.Cl. Cell line: PC-3. Synergy scores: CSS=61.3, Synergy_ZIP=1.45, Synergy_Bliss=-2.14, Synergy_Loewe=-10.5, Synergy_HSA=-3.34. (3) Drug 1: CC1=C(C=C(C=C1)NC2=NC=CC(=N2)N(C)C3=CC4=NN(C(=C4C=C3)C)C)S(=O)(=O)N.Cl. Drug 2: C1=C(C(=O)NC(=O)N1)N(CCCl)CCCl. Cell line: HT29. Synergy scores: CSS=12.9, Synergy_ZIP=-7.43, Synergy_Bliss=0.689, Synergy_Loewe=-11.3, Synergy_HSA=-1.67. (4) Drug 1: C1CCN(CC1)CCOC2=CC=C(C=C2)C(=O)C3=C(SC4=C3C=CC(=C4)O)C5=CC=C(C=C5)O. Drug 2: CCCCCOC(=O)NC1=NC(=O)N(C=C1F)C2C(C(C(O2)C)O)O. Cell line: MCF7. Synergy scores: CSS=7.02, Synergy_ZIP=-0.0690, Synergy_Bliss=4.89, Synergy_Loewe=-3.39, Synergy_HSA=1.52. (5) Drug 1: C1=NC2=C(N=C(N=C2N1C3C(C(C(O3)CO)O)F)Cl)N. Drug 2: CC(C)NC(=O)C1=CC=C(C=C1)CNNC.Cl. Cell line: CAKI-1. Synergy scores: CSS=3.62, Synergy_ZIP=-2.32, Synergy_Bliss=0.362, Synergy_Loewe=-18.3, Synergy_HSA=-3.15. (6) Drug 1: CC1CCC2CC(C(=CC=CC=CC(CC(C(=O)C(C(C(=CC(C(=O)CC(OC(=O)C3CCCCN3C(=O)C(=O)C1(O2)O)C(C)CC4CCC(C(C4)OC)O)C)C)O)OC)C)C)C)OC. Drug 2: CC=C1C(=O)NC(C(=O)OC2CC(=O)NC(C(=O)NC(CSSCCC=C2)C(=O)N1)C(C)C)C(C)C. Cell line: SF-268. Synergy scores: CSS=61.3, Synergy_ZIP=-1.95, Synergy_Bliss=-8.19, Synergy_Loewe=-29.1, Synergy_HSA=-5.25. (7) Drug 1: CN1C(=O)N2C=NC(=C2N=N1)C(=O)N. Drug 2: B(C(CC(C)C)NC(=O)C(CC1=CC=CC=C1)NC(=O)C2=NC=CN=C2)(O)O. Cell line: UACC62. Synergy scores: CSS=44.9, Synergy_ZIP=-2.17, Synergy_Bliss=-3.10, Synergy_Loewe=-9.42, Synergy_HSA=-2.01. (8) Drug 1: COC1=C(C=C2C(=C1)N=CN=C2NC3=CC(=C(C=C3)F)Cl)OCCCN4CCOCC4. Drug 2: C1C(C(OC1N2C=NC3=C2NC=NCC3O)CO)O. Cell line: LOX IMVI. Synergy scores: CSS=10.7, Synergy_ZIP=-4.84, Synergy_Bliss=-1.32, Synergy_Loewe=1.33, Synergy_HSA=1.57. (9) Drug 1: CC1=C(C=C(C=C1)NC(=O)C2=CC=C(C=C2)CN3CCN(CC3)C)NC4=NC=CC(=N4)C5=CN=CC=C5. Drug 2: CCC1(CC2CC(C3=C(CCN(C2)C1)C4=CC=CC=C4N3)(C5=C(C=C6C(=C5)C78CCN9C7C(C=CC9)(C(C(C8N6C)(C(=O)OC)O)OC(=O)C)CC)OC)C(=O)OC)O.OS(=O)(=O)O. Cell line: UO-31. Synergy scores: CSS=-2.54, Synergy_ZIP=6.29, Synergy_Bliss=8.91, Synergy_Loewe=-1.72, Synergy_HSA=-2.04. (10) Drug 2: C1=NC2=C(N=C(N=C2N1C3C(C(C(O3)CO)O)F)Cl)N. Cell line: MCF7. Synergy scores: CSS=-7.31, Synergy_ZIP=3.73, Synergy_Bliss=4.11, Synergy_Loewe=-5.12, Synergy_HSA=-4.08. Drug 1: COC1=NC(=NC2=C1N=CN2C3C(C(C(O3)CO)O)O)N.